This data is from Full USPTO retrosynthesis dataset with 1.9M reactions from patents (1976-2016). The task is: Predict the reactants needed to synthesize the given product. (1) Given the product [CH2:1]([N:8]([CH2:24][C:21]1[CH:20]=[N:19][C:18]([Cl:17])=[CH:23][CH:22]=1)[C:9]1[CH2:13][O:12][C:11](=[O:14])[CH:10]=1)[C:2]1[CH:3]=[CH:4][CH:5]=[CH:6][CH:7]=1, predict the reactants needed to synthesize it. The reactants are: [CH2:1]([NH:8][C:9]1[CH2:13][O:12][C:11](=[O:14])[CH:10]=1)[C:2]1[CH:7]=[CH:6][CH:5]=[CH:4][CH:3]=1.[OH-].[Na+].[Cl:17][C:18]1[CH:23]=[CH:22][C:21]([CH2:24]Cl)=[CH:20][N:19]=1. (2) Given the product [I:12][C:7]1[CH:6]=[C:5]([S:2]([CH3:1])(=[O:4])=[O:3])[N:10]=[CH:9][C:8]=1[OH:11].[I:12][C:9]1[C:8]([OH:11])=[CH:7][CH:6]=[C:5]([S:2]([CH3:1])(=[O:4])=[O:3])[N:10]=1, predict the reactants needed to synthesize it. The reactants are: [CH3:1][S:2]([C:5]1[N:10]=[CH:9][C:8]([OH:11])=[CH:7][CH:6]=1)(=[O:4])=[O:3].[I:12]I.C([O-])(O)=O.[Na+].O. (3) Given the product [C:13]([O:12][C:10]([NH:9][C@@H:5]([CH2:4][CH2:3][CH2:2][N:1]1[C:20](=[O:21])[C:19]2[C:18](=[CH:26][CH:25]=[CH:24][CH:23]=2)[C:17]1=[O:22])[C:6]([OH:8])=[O:7])=[O:11])([CH3:16])([CH3:15])[CH3:14], predict the reactants needed to synthesize it. The reactants are: [NH2:1][CH2:2][CH2:3][CH2:4][C@H:5]([NH:9][C:10]([O:12][C:13]([CH3:16])([CH3:15])[CH3:14])=[O:11])[C:6]([OH:8])=[O:7].[C:17]1(=O)[O:22][C:20](=[O:21])[C:19]2=[CH:23][CH:24]=[CH:25][CH:26]=[C:18]12.